From a dataset of Full USPTO retrosynthesis dataset with 1.9M reactions from patents (1976-2016). Predict the reactants needed to synthesize the given product. (1) The reactants are: C([O:8][N:9]1[C:14]2[N:15]=[CH:16][N:17]=[CH:18][C:13]=2[C:12]([NH:19][CH2:20][C:21]2[CH:26]=[CH:25][C:24]([OH:27])=[C:23]([OH:28])[CH:22]=2)=[CH:11][C:10]1=[O:29])C1C=CC=CC=1.CO.[H][H]. Given the product [OH:28][C:23]1[CH:22]=[C:21]([CH:26]=[CH:25][C:24]=1[OH:27])[CH2:20][NH:19][C:12]1[C:13]2[CH:18]=[N:17][CH:16]=[N:15][C:14]=2[N:9]([OH:8])[C:10](=[O:29])[CH:11]=1, predict the reactants needed to synthesize it. (2) Given the product [CH:4]1([C@H:8]([NH:10][C:11]2[N:19]=[C:18]([C:20](=[NH:21])[O:2][CH3:1])[N:17]=[C:16]3[C:12]=2[N:13]([CH2:22][C@H:23]2[CH2:24][CH2:25][C@H:26]([CH3:29])[CH2:27][CH2:28]2)[CH:14]=[N:15]3)[CH3:9])[CH2:7][CH2:6][CH2:5]1, predict the reactants needed to synthesize it. The reactants are: [CH3:1][O-:2].[Na+].[CH:4]1([C@H:8]([NH:10][C:11]2[N:19]=[C:18]([C:20]#[N:21])[N:17]=[C:16]3[C:12]=2[N:13]([CH2:22][C@H:23]2[CH2:28][CH2:27][C@H:26]([CH3:29])[CH2:25][CH2:24]2)[CH:14]=[N:15]3)[CH3:9])[CH2:7][CH2:6][CH2:5]1. (3) The reactants are: [CH2:1]([N:8]1[C:12]([C:13]2[CH:18]=[CH:17][CH:16]=[CH:15][C:14]=2[C:19]2[CH:24]=[CH:23][C:22]([CH3:25])=[CH:21][CH:20]=2)=[N:11][N:10]=[N:9]1)[C:2]1[CH:7]=[CH:6][CH:5]=[CH:4][CH:3]=1.[Br:26]N1C(C)(C)C(=O)N(Br)C1=O.N(C(C)(C)C#N)=NC(C)(C)C#N. Given the product [CH2:1]([N:8]1[C:12]([C:13]2[CH:18]=[CH:17][CH:16]=[CH:15][C:14]=2[C:19]2[CH:20]=[CH:21][C:22]([CH2:25][Br:26])=[CH:23][CH:24]=2)=[N:11][N:10]=[N:9]1)[C:2]1[CH:3]=[CH:4][CH:5]=[CH:6][CH:7]=1, predict the reactants needed to synthesize it. (4) The reactants are: [CH3:1][N:2]([C:9]([O:11][C:12]([CH3:15])([CH3:14])[CH3:13])=[O:10])[CH:3]1[CH:7]([CH3:8])[CH2:6][NH:5][CH2:4]1.[Cl:16][C:17]1[CH:18]=[CH:19][C:20]([CH2:23][O:24][C:25]2[CH:30]=[CH:29][N:28]([C:31]3[CH:32]=[N:33][C:34](F)=[CH:35][CH:36]=3)[C:27](=[O:38])[CH:26]=2)=[N:21][CH:22]=1.C([O-])([O-])=O.[K+].[K+]. Given the product [Cl:16][C:17]1[CH:18]=[CH:19][C:20]([CH2:23][O:24][C:25]2[CH:30]=[CH:29][N:28]([C:31]3[CH:32]=[N:33][C:34]([N:5]4[CH2:6][CH:7]([CH3:8])[CH:3]([N:2]([C:9]([O:11][C:12]([CH3:14])([CH3:13])[CH3:15])=[O:10])[CH3:1])[CH2:4]4)=[CH:35][CH:36]=3)[C:27](=[O:38])[CH:26]=2)=[N:21][CH:22]=1, predict the reactants needed to synthesize it. (5) Given the product [CH2:1]([O:8][C:9]1[CH:13]=[C:12]([C:14]([OH:16])=[O:15])[N:11]([C:24]2[CH:29]=[CH:28][CH:27]=[CH:26][CH:25]=2)[N:10]=1)[C:2]1[CH:3]=[CH:4][CH:5]=[CH:6][CH:7]=1, predict the reactants needed to synthesize it. The reactants are: [CH2:1]([O:8][C:9]1[CH:13]=[C:12]([C:14]([O:16]CC2C=CC=CC=2)=[O:15])[N:11]([C:24]2[CH:29]=[CH:28][CH:27]=[CH:26][CH:25]=2)[N:10]=1)[C:2]1[CH:7]=[CH:6][CH:5]=[CH:4][CH:3]=1.[OH-].[Na+].O1CCCC1.Cl. (6) Given the product [CH2:40]([CH:37]1[CH2:38][CH2:39][NH:8][C@@H:9]1[C:10]([N:12]1[CH2:36][CH2:35][CH2:34][C@H:13]1[C:14]([NH:16][CH2:17][C:18]1[CH:23]=[C:22]([Cl:24])[CH:21]=[CH:20][C:19]=1[CH2:25][NH2:26])=[O:15])=[O:11])[CH3:41], predict the reactants needed to synthesize it. The reactants are: C(OC([N:8]1[CH2:39][CH2:38][CH:37]([CH2:40][CH3:41])[C@H:9]1[C:10]([N:12]1[CH2:36][CH2:35][CH2:34][C@H:13]1[C:14]([NH:16][CH2:17][C:18]1[CH:23]=[C:22]([Cl:24])[CH:21]=[CH:20][C:19]=1[CH2:25][NH:26]C(OC(C)(C)C)=O)=[O:15])=[O:11])=O)(C)(C)C.Cl. (7) Given the product [CH2:1]([O:3][C:4](=[O:12])[C:5]1[CH:10]=[CH:9][CH:8]=[N:7][C:6]=1[O:22][C:20]1[CH:19]=[CH:18][C:17]2=[N:13][S:14][N:15]=[C:16]2[CH:21]=1)[CH3:2], predict the reactants needed to synthesize it. The reactants are: [CH2:1]([O:3][C:4](=[O:12])[C:5]1[CH:10]=[CH:9][CH:8]=[N:7][C:6]=1Cl)[CH3:2].[N:13]1[S:14][N:15]=[C:16]2[CH:21]=[C:20]([OH:22])[CH:19]=[CH:18][C:17]=12.C(=O)([O-])[O-].[Cs+].[Cs+].O.